Dataset: Catalyst prediction with 721,799 reactions and 888 catalyst types from USPTO. Task: Predict which catalyst facilitates the given reaction. Reactant: C([N-]C(C)C)(C)C.[Li+].[Br:9][C:10]1[CH:15]=[CH:14][C:13]([F:16])=[CH:12][C:11]=1[F:17].[CH3:18][C:19]([CH3:21])=[O:20].Cl. Product: [Br:9][C:10]1[C:11]([F:17])=[C:12]([C:19]([OH:20])([CH3:21])[CH3:18])[C:13]([F:16])=[CH:14][CH:15]=1. The catalyst class is: 7.